Dataset: Forward reaction prediction with 1.9M reactions from USPTO patents (1976-2016). Task: Predict the product of the given reaction. Given the reactants [F:1][C:2]1[CH:3]=[C:4]([CH:8]=[CH:9][C:10]=1[N+:11]([O-:13])=[O:12])[C:5]([OH:7])=[O:6].[CH3:14]N(C=O)C.S(Cl)(Cl)=O, predict the reaction product. The product is: [CH3:14][O:6][C:5](=[O:7])[C:4]1[CH:8]=[CH:9][C:10]([N+:11]([O-:13])=[O:12])=[C:2]([F:1])[CH:3]=1.